This data is from Forward reaction prediction with 1.9M reactions from USPTO patents (1976-2016). The task is: Predict the product of the given reaction. (1) Given the reactants [S:1]1[CH:5]=[C:4]([CH2:6][N:7]([S:15](=[O:18])(=[O:17])[NH2:16])C(=O)OC(C)(C)C)[C:3]2[CH:19]=[CH:20][CH:21]=[CH:22][C:2]1=2.Cl, predict the reaction product. The product is: [S:1]1[CH:5]=[C:4]([CH2:6][NH:7][S:15]([NH2:16])(=[O:18])=[O:17])[C:3]2[CH:19]=[CH:20][CH:21]=[CH:22][C:2]1=2. (2) Given the reactants Br[C:2]1[C:3]([NH2:9])=[N:4][CH:5]=[C:6]([Br:8])[N:7]=1.[CH2:10]1[CH2:14]OC[CH2:11]1, predict the reaction product. The product is: [Br:8][C:6]1[N:7]=[C:2]([C:11]#[C:10][CH3:14])[C:3]([NH2:9])=[N:4][CH:5]=1.